From a dataset of Forward reaction prediction with 1.9M reactions from USPTO patents (1976-2016). Predict the product of the given reaction. (1) The product is: [Cl:1][C:2]1[C:3]([N:8]([CH3:25])[C:9]([C:11]2[S:24][C:14]3[C:15]4[CH:23]=[CH:22][CH:21]=[CH:20][C:16]=4[O:17][CH2:18][CH2:19][C:13]=3[CH:12]=2)=[O:10])=[N:4][CH:5]=[CH:6][CH:7]=1. Given the reactants [Cl:1][C:2]1[C:3]([NH:8][C:9]([C:11]2[S:24][C:14]3[C:15]4[CH:23]=[CH:22][CH:21]=[CH:20][C:16]=4[O:17][CH2:18][CH2:19][C:13]=3[CH:12]=2)=[O:10])=[N:4][CH:5]=[CH:6][CH:7]=1.[CH3:25][Si](C)(C)N[Si](C)(C)C.Cl[Si](CCl)(C)C.COCCOCCOC.[F-].[Cs+], predict the reaction product. (2) Given the reactants C[Si]([N-][Si](C)(C)C)(C)C.[K+].[Cl:11][C:12]1[CH:13]=[CH:14][C:15]2[N:21]([CH3:22])[C:20](=[O:23])[CH2:19][N:18]=[C:17]([C:24]3[C:25]([O:32][CH3:33])=[N:26][C:27]([O:30][CH3:31])=[N:28][CH:29]=3)[C:16]=2[CH:34]=1.CC(C1C=C(C(C)C)C(S([N:50]=[N+:51]=[N-:52])(=O)=O)=C(C(C)C)C=1)C.C(O)(=O)C, predict the reaction product. The product is: [N:50]([CH:19]1[N:18]=[C:17]([C:24]2[C:25]([O:32][CH3:33])=[N:26][C:27]([O:30][CH3:31])=[N:28][CH:29]=2)[C:16]2[CH:34]=[C:12]([Cl:11])[CH:13]=[CH:14][C:15]=2[N:21]([CH3:22])[C:20]1=[O:23])=[N+:51]=[N-:52]. (3) Given the reactants [Br:1][C:2]1[CH:3]=[CH:4][C:5]([O:11][CH3:12])=[C:6]([CH2:8][CH2:9][NH2:10])[CH:7]=1.[CH:13]1([CH:16]=O)[CH2:15][CH2:14]1, predict the reaction product. The product is: [Br:1][C:2]1[CH:3]=[CH:4][C:5]([O:11][CH3:12])=[C:6]([CH2:8][CH2:9][NH:10][CH2:16][CH:13]2[CH2:15][CH2:14]2)[CH:7]=1. (4) Given the reactants [NH2:1][CH2:2][C:3]1[CH:8]=[C:7]([OH:9])[C:6]([O:10][CH3:11])=[CH:5]N=1.CO[CH:14]=[C:15]1[C:24]2[C:19](=[CH:20][CH:21]=[C:22]([N:25]3[CH:29]=[CH:28][CH:27]=[CH:26]3)[CH:23]=2)[C:18](=[O:30])[NH:17][C:16]1=[O:31].[CH3:32]N(C)C=O, predict the reaction product. The product is: [OH:9][C:7]1[CH:8]=[C:3]([CH:32]=[CH:5][C:6]=1[O:10][CH3:11])[CH2:2][NH:1][CH:14]=[C:15]1[C:24]2[C:19](=[CH:20][CH:21]=[C:22]([N:25]3[CH:29]=[CH:28][CH:27]=[CH:26]3)[CH:23]=2)[C:18](=[O:30])[NH:17][C:16]1=[O:31].